Dataset: Forward reaction prediction with 1.9M reactions from USPTO patents (1976-2016). Task: Predict the product of the given reaction. (1) Given the reactants CC([CH:5]1[CH2:10][CH:9]([CH2:11][CH2:12][N:13]2[CH2:18][CH2:17][CH:16]([O:19][C:20]3[CH:21]=[C:22]([CH2:30][CH2:31][CH2:32][CH3:33])[CH:23]=[C:24]4[C:29]=3[N:28]=[CH:27][CH:26]=[CH:25]4)[CH2:15][CH2:14]2)[CH2:8][CH2:7][N:6]1C([O-])=O)(C)C.C(O)(C(F)(F)F)=O.C1(C)C=CC=CC=1, predict the reaction product. The product is: [CH2:30]([C:22]1[CH:23]=[C:24]2[C:29](=[C:20]([O:19][CH:16]3[CH2:17][CH2:18][N:13]([CH2:12][CH2:11][CH:9]4[CH2:8][CH2:7][NH:6][CH2:5][CH2:10]4)[CH2:14][CH2:15]3)[CH:21]=1)[N:28]=[CH:27][CH:26]=[CH:25]2)[CH2:31][CH2:32][CH3:33]. (2) Given the reactants [N:1]1([C:7]2[CH:17]=[CH:16][C:10]([C:11]([O:13][CH2:14][CH3:15])=[O:12])=[CH:9][CH:8]=2)[CH2:6][CH2:5][NH:4][CH2:3][CH2:2]1.[C:18]1([C:24]([C:28]2[CH:33]=[CH:32][CH:31]=[CH:30][CH:29]=2)=[CH:25][CH:26]=O)[CH:23]=[CH:22][CH:21]=[CH:20][CH:19]=1.C(O)(=O)C.C(O[BH-](OC(=O)C)OC(=O)C)(=O)C.[Na+], predict the reaction product. The product is: [C:18]1([C:24]([C:28]2[CH:29]=[CH:30][CH:31]=[CH:32][CH:33]=2)=[CH:25][CH2:26][N:4]2[CH2:3][CH2:2][N:1]([C:7]3[CH:8]=[CH:9][C:10]([C:11]([O:13][CH2:14][CH3:15])=[O:12])=[CH:16][CH:17]=3)[CH2:6][CH2:5]2)[CH:23]=[CH:22][CH:21]=[CH:20][CH:19]=1. (3) Given the reactants [CH2:1]([NH2:5])[CH2:2][CH2:3][CH3:4].Br[CH2:7][CH2:8][CH2:9][O:10][Si:11]([C:14]([CH3:17])([CH3:16])[CH3:15])([CH3:13])[CH3:12], predict the reaction product. The product is: [Si:11]([O:10][CH2:9][CH2:8][CH2:7][NH:5][CH2:1][CH2:2][CH2:3][CH3:4])([C:14]([CH3:15])([CH3:16])[CH3:17])([CH3:13])[CH3:12]. (4) Given the reactants [CH3:1][O:2][C:3]1[C:11]([CH3:12])=[CH:10][CH:9]=[CH:8][C:4]=1[C:5]([OH:7])=[O:6].[OH-:13].[Na+].[Mn]([O-])(=O)(=O)=O.[K+].[OH2:21], predict the reaction product. The product is: [CH3:1][O:2][C:3]1[C:11]([C:12]([OH:21])=[O:13])=[CH:10][CH:9]=[CH:8][C:4]=1[C:5]([OH:7])=[O:6]. (5) Given the reactants P(Cl)(Cl)(Cl)=O.[CH3:6][C:7]1[CH:27]=[C:26]([C:28]2[C:32]([CH3:33])=[C:31]([C:34]([NH2:36])=O)[N:30]([CH3:37])[N:29]=2)[CH:25]=[CH:24][C:8]=1[O:9][CH2:10][C:11]1[CH:16]=[CH:15][CH:14]=[CH:13][C:12]=1[N:17]1[C:21](=[O:22])[N:20]([CH3:23])[N:19]=[N:18]1.N1C=CC=CC=1, predict the reaction product. The product is: [CH3:6][C:7]1[CH:27]=[C:26]([C:28]2[C:32]([CH3:33])=[C:31]([C:34]#[N:36])[N:30]([CH3:37])[N:29]=2)[CH:25]=[CH:24][C:8]=1[O:9][CH2:10][C:11]1[CH:16]=[CH:15][CH:14]=[CH:13][C:12]=1[N:17]1[C:21](=[O:22])[N:20]([CH3:23])[N:19]=[N:18]1. (6) Given the reactants [C:1]([O:5][C:6]([NH:8][CH2:9][C:10]1[C:11]([CH2:35][CH:36]([CH3:38])[CH3:37])=[N:12][C:13]([CH3:34])=[C:14]([C:26]=1[C:27]1[CH:32]=[CH:31][C:30]([CH3:33])=[CH:29][CH:28]=1)[C:15]([O:17][CH2:18][CH2:19][CH2:20][C:21]([O:23]CC)=[O:22])=[O:16])=[O:7])([CH3:4])([CH3:3])[CH3:2].[OH-].[Na+].Cl, predict the reaction product. The product is: [C:1]([O:5][C:6]([NH:8][CH2:9][C:10]1[C:26]([C:27]2[CH:32]=[CH:31][C:30]([CH3:33])=[CH:29][CH:28]=2)=[C:14]([C:15]([O:17][CH2:18][CH2:19][CH2:20][C:21]([OH:23])=[O:22])=[O:16])[C:13]([CH3:34])=[N:12][C:11]=1[CH2:35][CH:36]([CH3:37])[CH3:38])=[O:7])([CH3:2])([CH3:3])[CH3:4].